From a dataset of HIV replication inhibition screening data with 41,000+ compounds from the AIDS Antiviral Screen. Binary Classification. Given a drug SMILES string, predict its activity (active/inactive) in a high-throughput screening assay against a specified biological target. (1) The compound is N[Co-4](N)([N+](=O)[O-])([N+](=O)[O-])([N+](=O)[O-])[N+](=O)[O-].[Cs+]. The result is 0 (inactive). (2) The result is 0 (inactive). The compound is CCOC1(OCC)C2C=CC1C(COS(=O)(=O)c1ccc(C)cc1)C2COS(=O)(=O)c1ccc(C)cc1. (3) The drug is O=C(c1ccncc1)n1nc(-c2ccccc2)c(N=Nc2ccccc2[N+](=O)[O-])c1-c1ccccc1. The result is 0 (inactive). (4) The drug is O=C1C(c2ccccc2)C2c3ccccc3CCN12. The result is 0 (inactive).